Predict the reactants needed to synthesize the given product. From a dataset of Full USPTO retrosynthesis dataset with 1.9M reactions from patents (1976-2016). The reactants are: Br[C:2]1[CH:3]=[C:4]([NH:13][CH2:14][C:15]2[C:20]([CH3:21])=[CH:19][CH:18]=[CH:17][C:16]=2[CH3:22])[C:5]2[N:6]([C:8]([CH3:12])=[C:9]([CH3:11])[N:10]=2)[CH:7]=1.[CH3:23][C:24]1[CH:25]=[C:26](B(O)O)[CH:27]=[CH:28][CH:29]=1.C[C:34](C)([O-:36])C.[K+].C[O:40]CCOC. Given the product [CH:34]([OH:36])=[O:40].[CH3:22][C:16]1[CH:17]=[CH:18][CH:19]=[C:20]([CH3:21])[C:15]=1[CH2:14][NH:13][C:4]1[C:5]2[N:6]([C:8]([CH3:12])=[C:9]([CH3:11])[N:10]=2)[CH:7]=[C:2]([C:28]2[CH:27]=[CH:26][CH:25]=[C:24]([CH3:23])[CH:29]=2)[CH:3]=1, predict the reactants needed to synthesize it.